Dataset: Full USPTO retrosynthesis dataset with 1.9M reactions from patents (1976-2016). Task: Predict the reactants needed to synthesize the given product. Given the product [C:14]([C:18]1[CH:19]=[CH:20][C:21]([C:22]([OH:24])=[O:23])=[C:3]([CH3:4])[CH:26]=1)([CH3:17])([CH3:15])[CH3:16], predict the reactants needed to synthesize it. The reactants are: CN(C)[CH2:3][CH2:4]N(C)C.[Li]C(CC)C.[C:14]([C:18]1[CH:26]=C[C:21]([C:22]([OH:24])=[O:23])=[CH:20][CH:19]=1)([CH3:17])([CH3:16])[CH3:15].CI.